From a dataset of Reaction yield outcomes from USPTO patents with 853,638 reactions. Predict the reaction yield, written as a fraction of the theoretical maximum amount of product (1.0 means a 100% yield; for example, 0.34 means a 34% yield). (1) The reactants are O1CCCC1.[OH-].[Na+].[NH2:8][C:9]1[C:14]([C:15]2[O:19][N:18]=[C:17]([CH2:20][C:21]3[CH:26]=[CH:25][C:24]([OH:27])=[CH:23][CH:22]=3)[CH:16]=2)=[CH:13][CH:12]=[CH:11][N:10]=1.Cl[CH2:29][C:30]1[CH:35]=[CH:34][CH:33]=[C:32]([F:36])[N:31]=1. The catalyst is CN(C)C=O. The product is [F:36][C:32]1[N:31]=[C:30]([CH2:29][O:27][C:24]2[CH:25]=[CH:26][C:21]([CH2:20][C:17]3[CH:16]=[C:15]([C:14]4[C:9]([NH2:8])=[N:10][CH:11]=[CH:12][CH:13]=4)[O:19][N:18]=3)=[CH:22][CH:23]=2)[CH:35]=[CH:34][CH:33]=1. The yield is 0.590. (2) No catalyst specified. The reactants are [CH3:1][O:2][C:3]1[CH:19]=[CH:18][C:6]([CH2:7][N:8]2[C:12]3[N:13]=[CH:14][CH:15]=[C:16](O)[C:11]=3[CH:10]=[N:9]2)=[CH:5][CH:4]=1.P(Cl)(Cl)([Cl:22])=O. The yield is 0.700. The product is [Cl:22][C:16]1[CH:15]=[CH:14][N:13]=[C:12]2[N:8]([CH2:7][C:6]3[CH:18]=[CH:19][C:3]([O:2][CH3:1])=[CH:4][CH:5]=3)[N:9]=[CH:10][C:11]=12. (3) The reactants are [Cl:1][C:2]1[N:7]=[C:6]([CH2:8][C:9]([C:11]2[C:12]([F:24])=[C:13]([NH:17][C:18](=[O:23])[O:19][CH2:20][CH:21]=[CH2:22])[CH:14]=[CH:15][CH:16]=2)=[O:10])[CH:5]=[CH:4][N:3]=1.C1C(=O)N([Br:32])C(=O)C1.O. The catalyst is CC(N(C)C)=O. The product is [Br:32][CH:8]([C:6]1[CH:5]=[CH:4][N:3]=[C:2]([Cl:1])[N:7]=1)[C:9]([C:11]1[C:12]([F:24])=[C:13]([NH:17][C:18](=[O:23])[O:19][CH2:20][CH:21]=[CH2:22])[CH:14]=[CH:15][CH:16]=1)=[O:10]. The yield is 0.990. (4) The reactants are [CH2:1]([C:4]1[C:28]([N:29]([CH2:36][CH3:37])[CH:30]2[CH2:35][CH2:34][O:33][CH2:32][CH2:31]2)=[CH:27][CH:26]=[CH:25][C:5]=1[C:6]([NH:8][CH2:9][C:10]1[C:11]([O:23][CH3:24])=[N:12][C:13]([CH3:22])=[CH:14][C:15]=1[CH2:16][CH2:17][CH2:18][CH2:19][CH:20]=[CH2:21])=[O:7])C=C. The catalyst is C(Cl)Cl.Cl[Ru](=C1N(C2C(C)=CC(C)=CC=2C)CCN1C1C(C)=CC(C)=CC=1C)(Cl)(=CC1C=CC=CC=1)[P](C1CCCCC1)(C1CCCCC1)C1CCCCC1. The product is [CH2:36]([N:29]([CH:30]1[CH2:35][CH2:34][O:33][CH2:32][CH2:31]1)[C:28]1[C:4]2[CH2:1][CH:21]=[CH:20][CH2:19][CH2:18][CH2:17][CH2:16][C:15]3[CH:14]=[C:13]([CH3:22])[N:12]=[C:11]([O:23][CH3:24])[C:10]=3[CH2:9][NH:8][C:6](=[O:7])[C:5]=2[CH:25]=[CH:26][CH:27]=1)[CH3:37]. The yield is 0.731. (5) The reactants are O[C:2]1([CH2:8][C:9]([O:11]CC)=[O:10])[CH2:7][CH2:6][O:5][CH2:4][CH2:3]1.[C:14](#[N:21])[C:15]1[CH:20]=[CH:19][CH:18]=[CH:17][CH:16]=1.S(=O)(=O)(O)[OH:23]. The catalyst is O. The product is [C:14]([NH:21][C:2]1([CH2:8][C:9]([OH:11])=[O:10])[CH2:3][CH2:4][O:5][CH2:6][CH2:7]1)(=[O:23])[C:15]1[CH:20]=[CH:19][CH:18]=[CH:17][CH:16]=1. The yield is 0.170. (6) The reactants are Br[C:2]1[CH:3]=[C:4]([NH:10][C:11]2[CH:21]=[C:14]3[CH2:15][N:16]([CH2:19][CH3:20])[CH2:17][CH2:18][N:13]3[N:12]=2)[C:5](=[O:9])[N:6]([CH3:8])[CH:7]=1.[C:22]([O:25][CH2:26][C:27]1[C:28]([N:42]2[CH2:54][CH2:53][N:45]3[C:46]4[CH2:47][CH2:48][CH2:49][CH2:50][C:51]=4[CH:52]=[C:44]3[C:43]2=[O:55])=[N:29][CH:30]=[CH:31][C:32]=1B1OC(C)(C)C(C)(C)O1)(=[O:24])[CH3:23].[O-]P([O-])([O-])=O.[K+].[K+].[K+].C([O-])(=O)C.[Na+]. The catalyst is C1C=CC(P(C2C=CC=CC=2)[C-]2C=CC=C2)=CC=1.C1C=CC(P(C2C=CC=CC=2)[C-]2C=CC=C2)=CC=1.Cl[Pd]Cl.[Fe+2].O.C(#N)C. The product is [C:22]([O:25][CH2:26][C:27]1[C:28]([N:42]2[CH2:54][CH2:53][N:45]3[C:46]4[CH2:47][CH2:48][CH2:49][CH2:50][C:51]=4[CH:52]=[C:44]3[C:43]2=[O:55])=[N:29][CH:30]=[CH:31][C:32]=1[C:2]1[CH:3]=[C:4]([NH:10][C:11]2[CH:21]=[C:14]3[CH2:15][N:16]([CH2:19][CH3:20])[CH2:17][CH2:18][N:13]3[N:12]=2)[C:5](=[O:9])[N:6]([CH3:8])[CH:7]=1)(=[O:24])[CH3:23]. The yield is 0.600. (7) The reactants are [CH3:1][O:2][C:3]1[N:8]=[C:7]([NH2:9])[N:6]=[C:5]2[NH:10][N:11]=[CH:12][C:4]=12.C([O-])(=O)C.[Na+].[I:18]Cl.S(S([O-])=O)([O-])(=O)=O.[Na+].[Na+]. The catalyst is O. The product is [I:18][C:12]1[C:4]2[C:5](=[N:6][C:7]([NH2:9])=[N:8][C:3]=2[O:2][CH3:1])[NH:10][N:11]=1. The yield is 0.780.